Dataset: Forward reaction prediction with 1.9M reactions from USPTO patents (1976-2016). Task: Predict the product of the given reaction. (1) Given the reactants C[O:2][C:3]([CH:5]1[CH2:10][N:9]([S:11]([C:14]2[S:18][C:17]3[CH:19]=[C:20]([Cl:23])[CH:21]=[CH:22][C:16]=3[CH:15]=2)(=[O:13])=[O:12])[CH2:8][C:7](=[O:24])[N:6]1[CH2:25][C:26]1[CH:35]=[C:34]2[C:29]([C:30]([NH2:36])=[N:31][CH:32]=[N:33]2)=[CH:28][CH:27]=1)=[O:4].C1COCC1.CO, predict the reaction product. The product is: [NH2:36][C:30]1[C:29]2[C:34](=[CH:35][C:26]([CH2:25][N:6]3[C:7](=[O:24])[CH2:8][N:9]([S:11]([C:14]4[S:18][C:17]5[CH:19]=[C:20]([Cl:23])[CH:21]=[CH:22][C:16]=5[CH:15]=4)(=[O:12])=[O:13])[CH2:10][CH:5]3[C:3]([OH:4])=[O:2])=[CH:27][CH:28]=2)[N:33]=[CH:32][N:31]=1. (2) Given the reactants [C:1]([C:3]1[CH:8]=[CH:7][C:6]([N:9]2[C:13]([C:14]3[CH:19]=[CH:18][C:17]([CH3:20])=[CH:16][CH:15]=3)=[CH:12][C:11](C(O)=O)=[N:10]2)=[CH:5][CH:4]=1)#[N:2].C1C=CC(P([N:38]=[N+]=[N-])(C2C=CC=CC=2)=O)=CC=1.[O:41]1[CH2:46]COCC1.[CH3:47][C:48]([OH:51])([CH3:50])[CH3:49], predict the reaction product. The product is: [C:1]([C:3]1[CH:8]=[CH:7][C:6]([N:9]2[C:13]([C:14]3[CH:19]=[CH:18][C:17]([CH3:20])=[CH:16][CH:15]=3)=[CH:12][C:11]([NH:38][C:46](=[O:41])[O:51][C:48]([CH3:50])([CH3:49])[CH3:47])=[N:10]2)=[CH:5][CH:4]=1)#[N:2]. (3) The product is: [CH:1]1([CH2:7][NH:8][CH2:9][C:10]2[S:14][C:13]([C:19]3[CH:20]=[C:21]4[C:25](=[C:26]([C:28]([NH2:30])=[O:29])[CH:27]=3)[NH:24][CH:23]=[C:22]4[CH:31]3[CH2:32][CH2:33][N:34]([S:37]([CH2:40][CH3:41])(=[O:38])=[O:39])[CH2:35][CH2:36]3)=[CH:12][CH:11]=2)[CH2:6][CH2:5][CH2:4][CH2:3][CH2:2]1. Given the reactants [CH:1]1([CH2:7][NH:8][CH2:9][C:10]2[S:14][C:13](B(O)O)=[CH:12][CH:11]=2)[CH2:6][CH2:5][CH2:4][CH2:3][CH2:2]1.Br[C:19]1[CH:20]=[C:21]2[C:25](=[C:26]([C:28]([NH2:30])=[O:29])[CH:27]=1)[NH:24][CH:23]=[C:22]2[CH:31]1[CH2:36][CH2:35][N:34]([S:37]([CH2:40][CH3:41])(=[O:39])=[O:38])[CH2:33][CH2:32]1.C([O-])([O-])=O.[K+].[K+], predict the reaction product. (4) Given the reactants [Cl:1][C:2]1[CH:7]=[C:6]([O:8][C:9]2[C:14]([F:15])=[CH:13][C:12]([CH2:16][OH:17])=[CH:11][C:10]=2[F:18])[CH:5]=[CH:4][N:3]=1.Cl[C:20]1[CH:21]=[C:22]2[N:29](C(OC(C)(C)C)=O)[C:28]([CH3:38])([CH3:37])[CH2:27][N:23]2[C:24](=[O:26])[N:25]=1, predict the reaction product. The product is: [Cl:1][C:2]1[CH:7]=[C:6]([O:8][C:9]2[C:14]([F:15])=[CH:13][C:12]([CH2:16][O:17][C:20]3[CH:21]=[C:22]4[NH:29][C:28]([CH3:38])([CH3:37])[CH2:27][N:23]4[C:24](=[O:26])[N:25]=3)=[CH:11][C:10]=2[F:18])[CH:5]=[CH:4][N:3]=1. (5) Given the reactants [C:1]([C:3]1[CH:8]=[CH:7][C:6]([NH:9][C:10]2[C:11]([C:18]([OH:20])=[O:19])=[CH:12][N:13]([CH3:17])[C:14](=[O:16])[CH:15]=2)=[C:5]([F:21])[CH:4]=1)#[CH:2].FC(F)(F)C(O[C:27]1[C:32]([F:33])=[C:31]([F:34])[C:30]([F:35])=[C:29]([F:36])[C:28]=1[F:37])=O.N1C=CC=CC=1, predict the reaction product. The product is: [F:33][C:32]1[C:27]([O:19][C:18]([C:11]2[C:10]([NH:9][C:6]3[CH:7]=[CH:8][C:3]([C:1]#[CH:2])=[CH:4][C:5]=3[F:21])=[CH:15][C:14](=[O:16])[N:13]([CH3:17])[CH:12]=2)=[O:20])=[C:28]([F:37])[C:29]([F:36])=[C:30]([F:35])[C:31]=1[F:34]. (6) Given the reactants [CH3:1][C:2]1[CH:11]=[C:10]2[C:5]([C:6](=[O:12])[NH:7][CH:8]=[N:9]2)=[CH:4][CH:3]=1.CO.CC(O)=O.[Br:19]Br, predict the reaction product. The product is: [Br:19][C:4]1[CH:3]=[C:2]([CH3:1])[CH:11]=[C:10]2[C:5]=1[C:6](=[O:12])[NH:7][CH:8]=[N:9]2.